This data is from Full USPTO retrosynthesis dataset with 1.9M reactions from patents (1976-2016). The task is: Predict the reactants needed to synthesize the given product. (1) Given the product [N+:1]([C:4]1[CH:5]=[N:6][CH:7]=[CH:8][C:9]=1[C:10]1[CH2:15][CH2:14][CH2:13][CH:12]([N:40]2[C:36](=[O:46])[C:37]3[C:38](=[CH:42][CH:43]=[CH:44][CH:45]=3)[C:39]2=[O:41])[CH:11]=1)([O-:3])=[O:2], predict the reactants needed to synthesize it. The reactants are: [N+:1]([C:4]1[CH:5]=[N:6][CH:7]=[CH:8][C:9]=1[C:10]1[CH2:15][CH2:14][CH2:13][CH:12](O)[CH:11]=1)([O-:3])=[O:2].C1(P(C2C=CC=CC=2)C2C=CC=CC=2)C=CC=CC=1.[C:36]1(=[O:46])[NH:40][C:39](=[O:41])[C:38]2=[CH:42][CH:43]=[CH:44][CH:45]=[C:37]12.N(/C(OC(C)(C)C)=O)=N\C(OC(C)(C)C)=O. (2) The reactants are: [N:1]([CH2:4][CH2:5][CH2:6][CH2:7][OH:8])=[N+:2]=[N-:3].C(N(CC)CC)C.[CH3:16][S:17](Cl)(=[O:19])=[O:18]. Given the product [CH3:16][S:17]([O:8][CH2:7][CH2:6][CH2:5][CH2:4][N:1]=[N+:2]=[N-:3])(=[O:19])=[O:18], predict the reactants needed to synthesize it. (3) Given the product [OH:5][CH2:3][CH2:4][N:9]1[CH2:10][C:11](=[O:12])[N:13]([C:14]2[CH:23]=[C:22]3[C:17]([CH:18]=[C:19]([C:25]4[CH:30]=[CH:29][CH:28]=[CH:27][C:26]=4[C:31]([F:34])([F:33])[F:32])[NH:20][C:21]3=[O:24])=[CH:16][CH:15]=2)[CH2:8]1, predict the reactants needed to synthesize it. The reactants are: C=O.[CH2:3]([OH:5])[CH3:4].OC[CH2:8][NH:9][CH2:10][C:11]([NH:13][C:14]1[CH:23]=[C:22]2[C:17]([CH:18]=[C:19]([C:25]3[CH:30]=[CH:29][CH:28]=[CH:27][C:26]=3[C:31]([F:34])([F:33])[F:32])[NH:20][C:21]2=[O:24])=[CH:16][CH:15]=1)=[O:12].